From a dataset of Catalyst prediction with 721,799 reactions and 888 catalyst types from USPTO. Predict which catalyst facilitates the given reaction. Product: [CH2:1]([O:8][C:9]([N:11]1[CH2:15][C@@H:14]([S:16][C:38]([CH3:41])([CH3:40])[CH3:39])[C@H:13]([NH:17][S:18]([C:21]2[CH:26]=[CH:25][C:24]([O:27][C:28]3[CH:33]=[CH:32][CH:31]=[CH:30][CH:29]=3)=[CH:23][CH:22]=2)(=[O:20])=[O:19])[CH2:12]1)=[O:10])[C:2]1[CH:3]=[CH:4][CH:5]=[CH:6][CH:7]=1. The catalyst class is: 175. Reactant: [CH2:1]([O:8][C:9]([N:11]1[CH2:15][C@@H:14]([SH:16])[C@H:13]([NH:17][S:18]([C:21]2[CH:26]=[CH:25][C:24]([O:27][C:28]3[CH:33]=[CH:32][CH:31]=[CH:30][CH:29]=3)=[CH:23][CH:22]=2)(=[O:20])=[O:19])[CH2:12]1)=[O:10])[C:2]1[CH:7]=[CH:6][CH:5]=[CH:4][CH:3]=1.Cl.C(N1C[C@@H](S[C:38]([CH3:41])([CH3:40])[CH3:39])[C@H](NS(C2C=CC(OC3C=CC=CC=3)=CC=2)(=O)=O)C1)(O[C:38]([CH3:41])([CH3:40])[CH3:39])=O.C(N(CC)CC)C.ClC(OCC1C=CC=CC=1)=O.